Task: Predict the reaction yield, written as a fraction of the theoretical maximum amount of product (1.0 means a 100% yield; for example, 0.34 means a 34% yield).. Dataset: Reaction yield outcomes from USPTO patents with 853,638 reactions (1) The reactants are [CH3:1][O:2][C:3]1[CH:8]=[CH:7][CH:6]=[CH:5][C:4]=1[NH:9][S:10]([C:13]1[CH:14]=[C:15]([CH:19]=[CH:20][C:21]([OH:23])=O)[CH:16]=[CH:17][CH:18]=1)(=[O:12])=[O:11].[Cl:24]CCl. The catalyst is CN(C)C=O. The product is [CH3:1][O:2][C:3]1[CH:8]=[CH:7][CH:6]=[CH:5][C:4]=1[NH:9][S:10]([C:13]1[CH:14]=[C:15]([CH:19]=[CH:20][C:21]([Cl:24])=[O:23])[CH:16]=[CH:17][CH:18]=1)(=[O:12])=[O:11]. The yield is 0.970. (2) The reactants are [CH3:1][O:2][C:3](=[O:24])[CH:4]([C:9]1[CH:14]=[CH:13][C:12]([N+:15]([O-])=O)=[C:11]([C:18]2[CH2:23][CH2:22][CH2:21][CH2:20][CH:19]=2)[CH:10]=1)[C:5]([O:7][CH3:8])=[O:6].[NH4+].[Cl-].O. The catalyst is C(O)C.[Fe]. The product is [CH3:1][O:2][C:3](=[O:24])[CH:4]([C:9]1[CH:14]=[CH:13][C:12]([NH2:15])=[C:11]([C:18]2[CH2:23][CH2:22][CH2:21][CH2:20][CH:19]=2)[CH:10]=1)[C:5]([O:7][CH3:8])=[O:6]. The yield is 0.710. (3) The reactants are Cl[C:2](=[N:10][N:11]=[C:12](Cl)[C:13]1[CH:18]=[CH:17][CH:16]=[CH:15][CH:14]=1)[C:3]1[CH:8]=[CH:7][CH:6]=[CH:5][C:4]=1[CH3:9].[CH3:20][C:21]1[CH:27]=[CH:26][CH:25]=[C:24]([CH3:28])[C:22]=1[NH2:23].CN(C)C1C=CC=CC=1.Cl. The catalyst is ClCCl. The product is [CH3:9][C:4]1[CH:5]=[CH:6][CH:7]=[CH:8][C:3]=1[C:2]1[N:23]([C:22]2[C:24]([CH3:28])=[CH:25][CH:26]=[CH:27][C:21]=2[CH3:20])[C:12]([C:13]2[CH:18]=[CH:17][CH:16]=[CH:15][CH:14]=2)=[N:11][N:10]=1. The yield is 0.310. (4) The reactants are Br[C:2]1[CH:20]=[CH:19][C:5]([O:6][CH2:7][CH2:8][O:9][C:10]2[C:15]([Cl:16])=[CH:14][C:13]([CH3:17])=[CH:12][C:11]=2[Cl:18])=[CH:4][CH:3]=1.[Li]CCCC.[CH3:26][O:27][C:28]([C:30]1[C@@H:31]2[N:45]([CH3:46])[C@H:34]([CH2:35][C:36]=1OS(C(F)(F)F)(=O)=O)[CH2:33][CH2:32]2)=[O:29].CCOC(C)=O. The catalyst is C1COCC1.[Cl-].[Cl-].[Zn+2].C1C=CC([P]([Pd]([P](C2C=CC=CC=2)(C2C=CC=CC=2)C2C=CC=CC=2)([P](C2C=CC=CC=2)(C2C=CC=CC=2)C2C=CC=CC=2)[P](C2C=CC=CC=2)(C2C=CC=CC=2)C2C=CC=CC=2)(C2C=CC=CC=2)C2C=CC=CC=2)=CC=1. The product is [CH3:26][O:27][C:28]([C:30]1[C@@H:31]2[N:45]([CH3:46])[C@H:34]([CH2:35][C:36]=1[C:2]1[CH:20]=[CH:19][C:5]([O:6][CH2:7][CH2:8][O:9][C:10]3[C:15]([Cl:16])=[CH:14][C:13]([CH3:17])=[CH:12][C:11]=3[Cl:18])=[CH:4][CH:3]=1)[CH2:33][CH2:32]2)=[O:29]. The yield is 0.870.